This data is from Reaction yield outcomes from USPTO patents with 853,638 reactions. The task is: Predict the reaction yield, written as a fraction of the theoretical maximum amount of product (1.0 means a 100% yield; for example, 0.34 means a 34% yield). (1) The reactants are [C:1]([O:5][C:6]([N:8]1[CH2:13][CH2:12][CH:11]([C:14]2[CH:19]=[CH:18][C:17]([NH2:20])=[C:16](Br)[N:15]=2)[CH2:10][CH2:9]1)=[O:7])([CH3:4])([CH3:3])[CH3:2].[CH3:22]CO.C([O-])([O-])=O.[Na+].[Na+].[C:31]1([CH3:37])[CH:36]=[CH:35][CH:34]=[CH:33][CH:32]=1. The catalyst is CCOC(C)=O.C1C=CC([P]([Pd]([P](C2C=CC=CC=2)(C2C=CC=CC=2)C2C=CC=CC=2)([P](C2C=CC=CC=2)(C2C=CC=CC=2)C2C=CC=CC=2)[P](C2C=CC=CC=2)(C2C=CC=CC=2)C2C=CC=CC=2)(C2C=CC=CC=2)C2C=CC=CC=2)=CC=1. The product is [C:1]([O:5][C:6]([N:8]1[CH2:13][CH2:12][CH:11]([C:14]2[CH:19]=[CH:18][C:17]([NH2:20])=[C:16]([C:34]3[CH2:35][CH2:36][C:31]([CH3:22])([CH3:37])[CH2:32][CH:33]=3)[N:15]=2)[CH2:10][CH2:9]1)=[O:7])([CH3:4])([CH3:3])[CH3:2]. The yield is 0.660. (2) The reactants are [CH:1]([C:3]1[CH:13]=[CH:12][C:6]([C:7]([O:9][CH2:10][CH3:11])=[O:8])=[C:5]([CH3:14])[CH:4]=1)=O.[C:15]([O-])([O-])=O.[K+].[K+]. The catalyst is O1CCOCC1.[Br-].C[P+](C1C=CC=CC=1)(C1C=CC=CC=1)C1C=CC=CC=1. The product is [CH3:14][C:5]1[CH:4]=[C:3]([CH:1]=[CH2:15])[CH:13]=[CH:12][C:6]=1[C:7]([O:9][CH2:10][CH3:11])=[O:8]. The yield is 0.720. (3) The reactants are [CH3:1][O:2][C:3](=[O:28])[CH:4]([C:6]1[CH:15]=[CH:14][C:13]2[C:8](=[CH:9][CH:10]=[C:11]([O:16][C:17](=[O:27])[CH2:18][O:19]CC3C=CC=CC=3)[CH:12]=2)[CH:7]=1)[CH3:5]. The catalyst is C(OCC)(=O)C.[Pd]. The product is [CH3:1][O:2][C:3](=[O:28])[CH:4]([C:6]1[CH:15]=[CH:14][C:13]2[C:8](=[CH:9][CH:10]=[C:11]([O:16][C:17](=[O:27])[CH2:18][OH:19])[CH:12]=2)[CH:7]=1)[CH3:5]. The yield is 0.789. (4) The reactants are O[C:2]1[C:3]([C:11]([OH:13])=[O:12])=[N:4][N:5]([CH3:10])[C:6](=[O:9])[C:7]=1[CH3:8].O=P(Cl)(Cl)[Cl:16]. No catalyst specified. The product is [Cl:16][C:2]1[C:3]([C:11]([OH:13])=[O:12])=[N:4][N:5]([CH3:10])[C:6](=[O:9])[C:7]=1[CH3:8]. The yield is 0.600. (5) The reactants are C1C2C(=CC=CC=2)CC1C(O)=O.[Li+].[OH-].C[O:16][C:17]([CH:19]1[CH2:27][C:26]2[C:21](=[CH:22][CH:23]=[CH:24][C:25]=2[S:28](=[O:54])(=[O:53])[NH:29][CH2:30][CH2:31][N:32]([C:45]2[N:50]=[CH:49][C:48]([CH2:51][CH3:52])=[CH:47][N:46]=2)[CH2:33][C:34]2[CH:39]=[CH:38][C:37]([O:40][C:41]([F:44])([F:43])[F:42])=[CH:36][CH:35]=2)[CH2:20]1)=[O:18]. The product is [CH2:51]([C:48]1[CH:47]=[N:46][C:45]([N:32]([CH2:33][C:34]2[CH:35]=[CH:36][C:37]([O:40][C:41]([F:44])([F:43])[F:42])=[CH:38][CH:39]=2)[CH2:31][CH2:30][NH:29][S:28]([C:25]2[CH:24]=[CH:23][CH:22]=[C:21]3[C:26]=2[CH2:27][CH:19]([C:17]([OH:18])=[O:16])[CH2:20]3)(=[O:54])=[O:53])=[N:50][CH:49]=1)[CH3:52]. The yield is 0.880. The catalyst is C1COCC1.CO. (6) The reactants are [CH:1]1([CH:7]([NH:20][C:21]2[CH:29]=[CH:28][C:24](C(O)=O)=[CH:23][CH:22]=2)[C:8]2[CH:12]=[C:11]([C:13]3[CH:14]=[N:15][N:16]([CH3:18])[CH:17]=3)[O:10][C:9]=2[CH3:19])[CH2:6][CH2:5][CH2:4][CH2:3][CH2:2]1.[CH3:30][NH:31][CH2:32][CH2:33][C:34]([O:36]CC)=[O:35].Cl.C(N=C=NCCCN(C)C)C.O.[OH:52][C:53]1C2N=NNC=2C=CC=1. The catalyst is CN(C)C=O.C(OCC)(=O)C.C(N(CC)CC)C. The product is [CH:1]1([CH:7]([NH:20][C:21]2[CH:22]=[CH:23][C:24]([C:53]([N:31]([CH3:30])[CH2:32][CH2:33][C:34]([OH:36])=[O:35])=[O:52])=[CH:28][CH:29]=2)[C:8]2[CH:12]=[C:11]([C:13]3[CH:14]=[N:15][N:16]([CH3:18])[CH:17]=3)[O:10][C:9]=2[CH3:19])[CH2:6][CH2:5][CH2:4][CH2:3][CH2:2]1. The yield is 0.670. (7) The reactants are [CH2:1]([O:3][C:4](=[O:32])[C:5]([O:8][C:9]1[CH:14]=[CH:13][C:12]([O:15][CH2:16][CH2:17][C:18]2[N:19]=[C:20]([C:24]3[CH:29]=[CH:28][CH:27]=[CH:26][CH:25]=3)[O:21][C:22]=2[CH3:23])=[CH:11][C:10]=1[CH2:30][OH:31])([CH3:7])[CH3:6])[CH3:2].[CH3:33]I.[H-].[Na+].S(=O)(=O)(O)O. The catalyst is CN(C=O)C.[Cl-].[Na+].O.CCOC(C)=O. The product is [CH2:1]([O:3][C:4](=[O:32])[C:5]([O:8][C:9]1[CH:14]=[CH:13][C:12]([O:15][CH2:16][CH2:17][C:18]2[N:19]=[C:20]([C:24]3[CH:29]=[CH:28][CH:27]=[CH:26][CH:25]=3)[O:21][C:22]=2[CH3:23])=[CH:11][C:10]=1[CH2:30][O:31][CH3:33])([CH3:7])[CH3:6])[CH3:2]. The yield is 0.510. (8) The reactants are [NH2:1][S:2]([C:5]1[CH:10]=[CH:9][C:8]([N:11]2[C:19]3[C:18]4[CH:20]=[C:21]([NH:24][C:25](=[O:33])[C:26]5[CH:31]=[CH:30][CH:29]=[CH:28][C:27]=5[Cl:32])[CH:22]=[CH:23][C:17]=4[CH2:16][CH2:15][C:14]=3[C:13]([C:34]([NH2:36])=[O:35])=[N:12]2)=[CH:7][CH:6]=1)(=[O:4])=[O:3].C(N(CC)CC)C.[C:44](OC(=O)C)(=[O:46])[CH3:45]. The catalyst is C1COCC1.CN(C1C=CN=CC=1)C. The product is [C:44]([NH:1][S:2]([C:5]1[CH:10]=[CH:9][C:8]([N:11]2[C:19]3[C:18]4[CH:20]=[C:21]([NH:24][C:25](=[O:33])[C:26]5[CH:31]=[CH:30][CH:29]=[CH:28][C:27]=5[Cl:32])[CH:22]=[CH:23][C:17]=4[CH2:16][CH2:15][C:14]=3[C:13]([C:34]([NH2:36])=[O:35])=[N:12]2)=[CH:7][CH:6]=1)(=[O:4])=[O:3])(=[O:46])[CH3:45]. The yield is 0.700. (9) The reactants are [F:1][C:2]([F:13])([S:9]([O-:12])(=[O:11])=[O:10])[CH:3]([OH:8])[C:4]([F:7])([F:6])[F:5].C([N+](C)(C)C)C1C=CC=CC=1.[Br-].[C:26]([C:30]1[CH:35]=[CH:34][C:33]([S+:36]([C:44]2[CH:49]=[CH:48][C:47]([C:50]([CH3:53])([CH3:52])[CH3:51])=[CH:46][CH:45]=2)[C:37]2[CH:42]=[CH:41][C:40]([F:43])=[CH:39][CH:38]=2)=[CH:32][CH:31]=1)([CH3:29])([CH3:28])[CH3:27].C(Cl)Cl. The product is [F:13][C:2]([F:1])([S:9]([O-:12])(=[O:10])=[O:11])[CH:3]([OH:8])[C:4]([F:5])([F:7])[F:6].[C:26]([C:30]1[CH:31]=[CH:32][C:33]([S+:36]([C:44]2[CH:45]=[CH:46][C:47]([C:50]([CH3:53])([CH3:52])[CH3:51])=[CH:48][CH:49]=2)[C:37]2[CH:42]=[CH:41][C:40]([F:43])=[CH:39][CH:38]=2)=[CH:34][CH:35]=1)([CH3:29])([CH3:28])[CH3:27]. The catalyst is O. The yield is 0.800. (10) The reactants are C(Cl)(=O)C(Cl)=O.CS(C)=O.[F:11][C:12]([F:22])([F:21])[C@H:13]1[CH2:18][CH2:17][C@H:16]([CH2:19][OH:20])[CH2:15][CH2:14]1.CCN(CC)CC. The catalyst is C(Cl)Cl. The product is [F:11][C:12]([F:21])([F:22])[C@H:13]1[CH2:14][CH2:15][C@H:16]([CH:19]=[O:20])[CH2:17][CH2:18]1. The yield is 0.870.